From a dataset of Forward reaction prediction with 1.9M reactions from USPTO patents (1976-2016). Predict the product of the given reaction. (1) Given the reactants [C:1]([O:9][N:10]=[C:11]([C:24]1[CH:29]=[CH:28][CH:27]=[CH:26][CH:25]=1)[CH:12]1[CH2:16][CH2:15][CH2:14][N:13]1C(OC(C)(C)C)=O)(=O)[C:2]1[CH:7]=[CH:6][CH:5]=[CH:4][CH:3]=1, predict the reaction product. The product is: [CH2:1]([O:9][N:10]=[C:11]([C:24]1[CH:29]=[CH:28][CH:27]=[CH:26][CH:25]=1)[CH:12]1[CH2:16][CH2:15][CH2:14][NH:13]1)[C:2]1[CH:3]=[CH:4][CH:5]=[CH:6][CH:7]=1. (2) The product is: [Cl:1][C:2]1[CH:3]=[C:4]([C@H:8]([O:20][CH2:21][CH2:22][NH:23][C:24]([O:26][CH3:27])=[O:25])[C:9]2[CH:10]=[C:11]([CH:16]=[CH:17][C:18]=2[CH3:19])[C:12]([OH:14])=[O:13])[CH:5]=[CH:6][CH:7]=1. Given the reactants [Cl:1][C:2]1[CH:3]=[C:4]([C@H:8]([O:20][CH2:21][CH2:22][NH:23][C:24]([O:26][CH3:27])=[O:25])[C:9]2[CH:10]=[C:11]([CH:16]=[CH:17][C:18]=2[CH3:19])[C:12]([O:14]C)=[O:13])[CH:5]=[CH:6][CH:7]=1.[OH-].[Na+].C1COCC1, predict the reaction product. (3) Given the reactants [C:1](/[C:3](=[C:17](\[C:19]1[CH:24]=[CH:23][C:22]([O:25]COC)=[CH:21][CH:20]=1)/[CH3:18])/[C:4]([NH:6][CH2:7][CH2:8][CH2:9][CH2:10][CH2:11][CH2:12][CH2:13][CH2:14][CH2:15][CH3:16])=[O:5])#[N:2].Cl.C(=O)([O-])O.[Na+], predict the reaction product. The product is: [C:1](/[C:3](=[C:17](\[C:19]1[CH:20]=[CH:21][C:22]([OH:25])=[CH:23][CH:24]=1)/[CH3:18])/[C:4]([NH:6][CH2:7][CH2:8][CH2:9][CH2:10][CH2:11][CH2:12][CH2:13][CH2:14][CH2:15][CH3:16])=[O:5])#[N:2]. (4) Given the reactants [CH2:1]([O:8][C:9]([NH:11][C:12]([CH3:17])([CH3:16])[C:13]([OH:15])=O)=[O:10])[C:2]1[CH:7]=[CH:6][CH:5]=[CH:4][CH:3]=1.C(N1C=CN=C1)(N1C=CN=C1)=O.[NH2:30][C:31]1[C:39]([NH2:40])=[CH:38][CH:37]=[CH:36][C:32]=1[C:33]([NH2:35])=[O:34].N, predict the reaction product. The product is: [NH2:30][C:31]1[C:32]([C:33]([NH2:35])=[O:34])=[CH:36][CH:37]=[CH:38][C:39]=1[NH:40][C:13](=[O:15])[C:12]([NH:11][C:9](=[O:10])[O:8][CH2:1][C:2]1[CH:3]=[CH:4][CH:5]=[CH:6][CH:7]=1)([CH3:17])[CH3:16]. (5) Given the reactants [C:1]([NH:4][C@@H:5]1[C@@H:10]([NH:11][C:12]([O:14][C:15]([CH3:18])([CH3:17])[CH3:16])=[O:13])[CH2:9][C:8]([C:19]([O:21]CC)=[O:20])=[CH:7][C@H:6]1[O:24][CH:25]([CH2:28][CH3:29])[CH2:26][CH3:27])(=[O:3])[CH3:2].[OH-].[Na+], predict the reaction product. The product is: [C:1]([NH:4][C@@H:5]1[C@@H:10]([NH:11][C:12]([O:14][C:15]([CH3:17])([CH3:18])[CH3:16])=[O:13])[CH2:9][C:8]([C:19]([OH:21])=[O:20])=[CH:7][C@H:6]1[O:24][CH:25]([CH2:28][CH3:29])[CH2:26][CH3:27])(=[O:3])[CH3:2]. (6) Given the reactants [C:1]12([C:11]3[N:12]=[C:13]4[N:17]([CH:18]=3)[C:16](OS(C(F)(F)F)(=O)=O)=[CH:15][S:14]4)[CH2:10][CH:5]3[CH2:6][CH:7]([CH2:9][CH:3]([CH2:4]3)[CH2:2]1)[CH2:8]2.CC1(C)C(C)(C)OB([C:35]2[CH:36]=[C:37]([CH:40]=[CH:41][CH:42]=2)[CH2:38][OH:39])O1, predict the reaction product. The product is: [C:1]12([C:11]3[N:12]=[C:13]4[N:17]([CH:18]=3)[C:16]([C:35]3[CH:36]=[C:37]([CH2:38][OH:39])[CH:40]=[CH:41][CH:42]=3)=[CH:15][S:14]4)[CH2:2][CH:3]3[CH2:9][CH:7]([CH2:6][CH:5]([CH2:4]3)[CH2:10]1)[CH2:8]2. (7) Given the reactants [NH2:1][C:2]1[N:7]=[C:6]([C:8]2[CH:15]=[C:14](F)[C:11]([C:12]#[N:13])=[C:10]([NH:17][CH2:18][CH2:19][CH2:20][C:21]3[C:22]([CH3:27])=[N:23][NH:24][C:25]=3[CH3:26])[CH:9]=2)[CH:5]=[CH:4][N:3]=1.O.[NH2:29][NH2:30], predict the reaction product. The product is: [NH2:1][C:2]1[N:7]=[C:6]([C:8]2[CH:9]=[C:10]([NH:17][CH2:18][CH2:19][CH2:20][C:21]3[C:25]([CH3:26])=[N:24][NH:23][C:22]=3[CH3:27])[C:11]3[C:12]([NH2:13])=[N:29][NH:30][C:14]=3[CH:15]=2)[CH:5]=[CH:4][N:3]=1.